From a dataset of Full USPTO retrosynthesis dataset with 1.9M reactions from patents (1976-2016). Predict the reactants needed to synthesize the given product. (1) Given the product [OH:50][CH:5]1[CH2:3][CH2:2][N:1]([CH2:8][CH2:9][N:10]2[CH2:15][CH2:14][CH:13]([NH:16][C:17]([C:19]3[NH:20][C:21]4[C:26]([CH:27]=3)=[C:25]([O:28][CH:29]([CH3:30])[CH3:31])[CH:24]=[CH:23][CH:22]=4)=[O:18])[CH2:12][CH2:11]2)[CH2:7][CH2:6]1, predict the reactants needed to synthesize it. The reactants are: [N:1]1([CH2:8][CH2:9][N:10]2[CH2:15][CH2:14][CH:13]([NH:16][C:17]([C:19]3[NH:20][C:21]4[C:26]([CH:27]=3)=[C:25]([O:28][CH:29]([CH3:31])[CH3:30])[CH:24]=[CH:23][CH:22]=4)=[O:18])[CH2:12][CH2:11]2)[CH2:7][CH2:6][CH2:5]C[CH2:3][CH2:2]1.Cl.Cl.Cl.NC1CCN(CCN2CCC([OH:50])CC2)CC1. (2) The reactants are: Cl[C:2]1[C:11]2[C:6](=[CH:7][CH:8]=[C:9]([C:12]([C:20]3[N:24]([CH3:25])[C:23]([CH3:26])=[N:22][CH:21]=3)([C:14]3[N:18]([CH3:19])[N:17]=[N:16][CH:15]=3)[OH:13])[CH:10]=2)[N:5]=[C:4]([O:27][CH3:28])[C:3]=1[CH2:29][C:30]([F:33])([F:32])[F:31].C[C:35]([N:37](C)C)=O. Given the product [CH3:25][N:24]1[C:20]([C:12]([OH:13])([C:14]2[N:18]([CH3:19])[N:17]=[N:16][CH:15]=2)[C:9]2[CH:10]=[C:11]3[C:6](=[CH:7][CH:8]=2)[N:5]=[C:4]([O:27][CH3:28])[C:3]([CH2:29][C:30]([F:32])([F:33])[F:31])=[C:2]3[C:35]#[N:37])=[CH:21][N:22]=[C:23]1[CH3:26], predict the reactants needed to synthesize it. (3) Given the product [CH:41]1([CH2:38]/[CH:39]=[CH:40]/[C:2]2[CH:11]=[CH:10][CH:9]=[C:8]3[C:3]=2[C:4](=[O:28])[N:5]([C:22]2[CH:27]=[CH:26][CH:25]=[CH:24][CH:23]=2)[C:6]([C@@H:12]([NH:14][C:15](=[O:21])[O:16][C:17]([CH3:20])([CH3:19])[CH3:18])[CH3:13])=[N:7]3)[CH2:46][CH2:45][CH2:44][CH2:43][CH2:42]1, predict the reactants needed to synthesize it. The reactants are: Br[C:2]1[CH:11]=[CH:10][CH:9]=[C:8]2[C:3]=1[C:4](=[O:28])[N:5]([C:22]1[CH:27]=[CH:26][CH:25]=[CH:24][CH:23]=1)[C:6]([C@@H:12]([NH:14][C:15](=[O:21])[O:16][C:17]([CH3:20])([CH3:19])[CH3:18])[CH3:13])=[N:7]2.CCN(C(C)C)C(C)C.[CH2:38]([CH:41]1[CH2:46][CH2:45][CH2:44][CH2:43][CH2:42]1)[CH:39]=[CH2:40].CCOC(C)=O. (4) Given the product [I:22][C:23]1[N:24]=[CH:25][N:26]([C:2]2[N:7]=[C:6]([C:8]([F:11])([F:10])[F:9])[CH:5]=[C:4]([C:12]3[CH:17]=[CH:16][C:15]([C:18]([F:21])([F:20])[F:19])=[CH:14][CH:13]=3)[N:3]=2)[CH:27]=1, predict the reactants needed to synthesize it. The reactants are: Cl[C:2]1[N:7]=[C:6]([C:8]([F:11])([F:10])[F:9])[CH:5]=[C:4]([C:12]2[CH:17]=[CH:16][C:15]([C:18]([F:21])([F:20])[F:19])=[CH:14][CH:13]=2)[N:3]=1.[I:22][C:23]1[N:24]=[CH:25][NH:26][CH:27]=1. (5) Given the product [F:39][C:36]([F:37])([F:38])[C:32]1[CH:31]=[C:30]([NH:29][C:28]([N:24]2[C:25]3[C:21](=[CH:20][C:19]([O:18][C:14]4[C:15]5[CH2:16][CH2:17][N:8]([CH2:7][C:6]([OH:41])=[O:5])[CH2:9][C:10]=5[N:11]=[CH:12][N:13]=4)=[CH:27][CH:26]=3)[CH:22]=[CH:23]2)=[O:40])[CH:35]=[CH:34][CH:33]=1, predict the reactants needed to synthesize it. The reactants are: C([O:5][C:6](=[O:41])[CH2:7][N:8]1[CH2:17][CH2:16][C:15]2[C:14]([O:18][C:19]3[CH:20]=[C:21]4[C:25](=[CH:26][CH:27]=3)[N:24]([C:28](=[O:40])[NH:29][C:30]3[CH:35]=[CH:34][CH:33]=[C:32]([C:36]([F:39])([F:38])[F:37])[CH:31]=3)[CH:23]=[CH:22]4)=[N:13][CH:12]=[N:11][C:10]=2[CH2:9]1)(C)(C)C.C(O)(C(F)(F)F)=O.